From a dataset of NCI-60 drug combinations with 297,098 pairs across 59 cell lines. Regression. Given two drug SMILES strings and cell line genomic features, predict the synergy score measuring deviation from expected non-interaction effect. Drug 1: C1=CN(C(=O)N=C1N)C2C(C(C(O2)CO)O)O.Cl. Cell line: U251. Drug 2: CC1CCC2CC(C(=CC=CC=CC(CC(C(=O)C(C(C(=CC(C(=O)CC(OC(=O)C3CCCCN3C(=O)C(=O)C1(O2)O)C(C)CC4CCC(C(C4)OC)O)C)C)O)OC)C)C)C)OC. Synergy scores: CSS=31.5, Synergy_ZIP=-4.11, Synergy_Bliss=8.11, Synergy_Loewe=-0.815, Synergy_HSA=3.94.